Dataset: Forward reaction prediction with 1.9M reactions from USPTO patents (1976-2016). Task: Predict the product of the given reaction. (1) Given the reactants [CH3:1][O:2][CH2:3][CH2:4][OH:5].[H-].[Na+].[Br:8][C:9]1[CH:16]=[CH:15][C:12]([CH2:13]Br)=[CH:11][CH:10]=1, predict the reaction product. The product is: [Br:8][C:9]1[CH:16]=[CH:15][C:12]([CH2:13][O:5][CH2:4][CH2:3][O:2][CH3:1])=[CH:11][CH:10]=1. (2) Given the reactants [Si]([O:8][C:9]1[CH:10]=[C:11]([S:15][C:16]2[CH:21]=[CH:20][N:19]=[C:18]([NH:22][C:23]3[S:24][CH:25]=[C:26]([CH3:28])[N:27]=3)[CH:17]=2)[CH:12]=[CH:13][CH:14]=1)(C(C)(C)C)(C)C.C1COCC1.Cl, predict the reaction product. The product is: [CH3:28][C:26]1[N:27]=[C:23]([NH:22][C:18]2[CH:17]=[C:16]([S:15][C:11]3[CH:10]=[C:9]([OH:8])[CH:14]=[CH:13][CH:12]=3)[CH:21]=[CH:20][N:19]=2)[S:24][CH:25]=1. (3) Given the reactants [C:1]([O:5][C:6]([N:8]([CH3:24])[C:9]1[N:14]2[N:15]=[C:16]([C:18]([F:21])([F:20])[F:19])[CH:17]=[C:13]2[C:12]([CH:22]=[O:23])=[CH:11][CH:10]=1)=[O:7])([CH3:4])([CH3:3])[CH3:2].O.O.P([O-])(O)(O)=[O:28].[Na+].CC(=CC)C.Cl([O-])=O.[Na+].[OH-].[Na+], predict the reaction product. The product is: [C:1]([O:5][C:6]([N:8]([CH3:24])[C:9]1[N:14]2[N:15]=[C:16]([C:18]([F:19])([F:20])[F:21])[CH:17]=[C:13]2[C:12]([C:22]([OH:28])=[O:23])=[CH:11][CH:10]=1)=[O:7])([CH3:4])([CH3:3])[CH3:2]. (4) Given the reactants [C:1]1(=[O:11])[C:10]2[C:5](=[CH:6][CH:7]=[CH:8][CH:9]=2)[CH2:4][CH2:3][CH2:2]1, predict the reaction product. The product is: [OH:11][C@@H:1]1[C:10]2[C:5](=[CH:6][CH:7]=[CH:8][CH:9]=2)[CH2:4][CH2:3][CH2:2]1. (5) The product is: [F:11][S:10]([F:12])([F:13])([F:14])([F:15])[C:6]1[CH:5]=[C:4]([NH2:1])[CH:9]=[CH:8][CH:7]=1. Given the reactants [N+:1]([C:4]1[CH:5]=[C:6]([S:10]([F:15])([F:14])([F:13])([F:12])[F:11])[CH:7]=[CH:8][CH:9]=1)([O-])=O.[H][H], predict the reaction product. (6) Given the reactants [CH2:1]([N:3]1[C:11](Br)=[C:10]2[C:5]([CH:6]=[CH:7][CH:8]=[CH:9]2)=[N:4]1)[CH3:2].[Li]C(C)(C)C.[O:18]=[C:19]1[CH2:24][CH2:23][N:22]([C:25]([O:27][C:28]([CH3:31])([CH3:30])[CH3:29])=[O:26])[CH2:21][CH2:20]1, predict the reaction product. The product is: [C:28]([O:27][C:25]([N:22]1[CH2:23][CH2:24][C:19]([OH:18])([C:11]2[N:3]([CH2:1][CH3:2])[N:4]=[C:5]3[C:10]=2[CH:9]=[CH:8][CH:7]=[CH:6]3)[CH2:20][CH2:21]1)=[O:26])([CH3:31])([CH3:29])[CH3:30]. (7) Given the reactants [CH3:1][C:2]([C:5]1[S:6][C:7]([C:18]2[CH:23]=[CH:22][N:21]=[C:20]([CH3:24])[N:19]=2)=[C:8]([C:10]2[C:11]([F:17])=[C:12]([CH:14]=[CH:15][CH:16]=2)[NH2:13])[N:9]=1)([CH3:4])[CH3:3].[F:25][C:26]1[CH:31]=[CH:30][CH:29]=[CH:28][C:27]=1[S:32](Cl)(=[O:34])=[O:33], predict the reaction product. The product is: [CH3:4][C:2]([C:5]1[S:6][C:7]([C:18]2[CH:23]=[CH:22][N:21]=[C:20]([CH3:24])[N:19]=2)=[C:8]([C:10]2[C:11]([F:17])=[C:12]([NH:13][S:32]([C:27]3[CH:28]=[CH:29][CH:30]=[CH:31][C:26]=3[F:25])(=[O:34])=[O:33])[CH:14]=[CH:15][CH:16]=2)[N:9]=1)([CH3:1])[CH3:3].